This data is from Full USPTO retrosynthesis dataset with 1.9M reactions from patents (1976-2016). The task is: Predict the reactants needed to synthesize the given product. (1) Given the product [Cl:1][C:2]1[CH:3]=[CH:4][C:5]([CH:8]2[CH2:13][C:12](=[O:14])[NH:11][C:10]([CH3:15])=[C:9]2[C:16]([NH:19][C:20]2[CH:21]=[C:22]3[C:26](=[CH:27][C:28]=2[F:29])[NH:25][N:24]=[CH:23]3)=[O:18])=[CH:6][CH:7]=1, predict the reactants needed to synthesize it. The reactants are: [Cl:1][C:2]1[CH:7]=[CH:6][C:5]([CH:8]2[CH2:13][C:12](=[O:14])[NH:11][C:10]([CH3:15])=[C:9]2[C:16]([OH:18])=O)=[CH:4][CH:3]=1.[NH2:19][C:20]1[CH:21]=[C:22]2[C:26](=[CH:27][C:28]=1[F:29])[NH:25][N:24]=[CH:23]2.C(Cl)CCl.CCN(CC)CC. (2) Given the product [Br:1][C:2]1[C:7]([F:8])=[CH:6][CH:5]=[CH:4][N+:3]=1[O-:17], predict the reactants needed to synthesize it. The reactants are: [Br:1][C:2]1[C:7]([F:8])=[CH:6][CH:5]=[CH:4][N:3]=1.ClC1C=CC=C(C(OO)=[O:17])C=1.